From a dataset of Catalyst prediction with 721,799 reactions and 888 catalyst types from USPTO. Predict which catalyst facilitates the given reaction. (1) Reactant: O.O.[Sn](Cl)(Cl)(Cl)Cl.[Br:8][C:9]1[CH:14]=[CH:13][C:12]([C:15]([NH:17][C@@H:18]([CH:23]2[CH2:28][CH2:27][CH2:26][CH2:25][CH2:24]2)[C:19]([O:21][CH3:22])=[O:20])=[O:16])=[C:11]([N+:29]([O-])=O)[CH:10]=1. Product: [NH2:29][C:11]1[CH:10]=[C:9]([Br:8])[CH:14]=[CH:13][C:12]=1[C:15]([NH:17][C@@H:18]([CH:23]1[CH2:28][CH2:27][CH2:26][CH2:25][CH2:24]1)[C:19]([O:21][CH3:22])=[O:20])=[O:16]. The catalyst class is: 5. (2) Reactant: [C:1]([O:5][C:6](=[O:23])[NH:7][CH:8]1[CH2:13][CH2:12][N:11]([C:14]([C:16]2[CH:17]=[N:18][C:19](Cl)=[CH:20][CH:21]=2)=[O:15])[CH2:10][CH2:9]1)([CH3:4])([CH3:3])[CH3:2].[NH:24]1[CH2:28][CH2:27][CH2:26][CH2:25]1. Product: [C:1]([O:5][C:6](=[O:23])[NH:7][CH:8]1[CH2:13][CH2:12][N:11]([C:14]([C:16]2[CH:17]=[N:18][C:19]([N:24]3[CH2:28][CH2:27][CH2:26][CH2:25]3)=[CH:20][CH:21]=2)=[O:15])[CH2:10][CH2:9]1)([CH3:4])([CH3:3])[CH3:2]. The catalyst class is: 1. (3) Reactant: [NH:1]([C:3]1[N:4]=[C:5]2[CH:19]=[C:18]([I:20])[CH:17]=[N:16][C:6]2=[N:7][C:8]=1[N:9]1[CH2:14][CH2:13][N:12]([CH3:15])[CH2:11][CH2:10]1)[NH2:2].[CH:21](OC)(OC)OC. Product: [I:20][C:18]1[CH:17]=[N:16][C:6]2[N:7]=[C:8]([N:9]3[CH2:14][CH2:13][N:12]([CH3:15])[CH2:11][CH2:10]3)[C:3]3[N:4]([CH:21]=[N:2][N:1]=3)[C:5]=2[CH:19]=1. The catalyst class is: 28. (4) Reactant: [NH2:1][C:2]1[CH:10]=[C:9]([O:11][CH3:12])[CH:8]=[C:7]([O:13][CH3:14])[C:3]=1[C:4]([NH2:6])=[O:5].[OH:15][CH2:16][CH2:17][CH2:18][CH2:19][O:20][C:21]1[C:28]([CH3:29])=[CH:27][C:24]([CH:25]=O)=[CH:23][C:22]=1[CH3:30].OS([O-])=O.[Na+].CC1C=CC(S(O)(=O)=O)=CC=1. Product: [OH:15][CH2:16][CH2:17][CH2:18][CH2:19][O:20][C:21]1[C:28]([CH3:29])=[CH:27][C:24]([C:25]2[NH:6][C:4](=[O:5])[C:3]3[C:2](=[CH:10][C:9]([O:11][CH3:12])=[CH:8][C:7]=3[O:13][CH3:14])[N:1]=2)=[CH:23][C:22]=1[CH3:30]. The catalyst class is: 80. (5) Reactant: [Cl:1][C:2]1[CH:7]=[C:6]([N+:8]([O-:10])=[O:9])[C:5]([O:11][CH3:12])=[CH:4][C:3]=1[N:13]1[CH2:18][CH2:17][CH:16]([N:19]2[CH2:24][CH2:23][NH:22][CH2:21][CH2:20]2)[CH2:15][CH2:14]1.[CH3:25][S:26]([CH:29]=[CH2:30])(=[O:28])=[O:27].CS(C)=O. Product: [Cl:1][C:2]1[CH:7]=[C:6]([N+:8]([O-:10])=[O:9])[C:5]([O:11][CH3:12])=[CH:4][C:3]=1[N:13]1[CH2:18][CH2:17][CH:16]([N:19]2[CH2:20][CH2:21][N:22]([CH2:30][CH2:29][S:26]([CH3:25])(=[O:28])=[O:27])[CH2:23][CH2:24]2)[CH2:15][CH2:14]1. The catalyst class is: 1. (6) Reactant: [Br:1][C:2]1[N:3]=[C:4]([CH:7]([NH:27][C:28](=O)[O:29]C(C)(C)C)[CH2:8][C:9]2[CH:17]=[C:16]([CH3:18])[C:15]3[C:11](=[CH:12][N:13](COCC[Si](C)(C)C)[N:14]=3)[CH:10]=2)[NH:5][CH:6]=1.Cl.C(C1NC=CN=1)(C1NC=CN=1)=O.[NH:48]1[CH2:53][CH2:52][CH:51]([N:54]2[CH2:63][C:62]3[C:57](=[CH:58][CH:59]=[CH:60][CH:61]=3)[NH:56][C:55]2=[O:64])[CH2:50][CH2:49]1. The catalyst class is: 13. Product: [Br:1][C:2]1[N:3]=[C:4]([CH:7]([NH:27][C:28]([N:48]2[CH2:49][CH2:50][CH:51]([N:54]3[CH2:63][C:62]4[C:57](=[CH:58][CH:59]=[CH:60][CH:61]=4)[NH:56][C:55]3=[O:64])[CH2:52][CH2:53]2)=[O:29])[CH2:8][C:9]2[CH:10]=[C:11]3[C:15](=[C:16]([CH3:18])[CH:17]=2)[NH:14][N:13]=[CH:12]3)[NH:5][CH:6]=1. (7) Reactant: C(P(C(C)(C)C)C(C)(C)C)(C)(C)C.Br[C:15]1[CH:16]=[C:17]2[C:21](=[CH:22][CH:23]=1)[NH:20][CH:19]=[C:18]2[CH2:24][CH2:25][N:26]1[CH2:30][CH2:29][CH2:28][CH2:27]1.C[Si]([N-:35][Si](C)(C)C)(C)C.[Li+]. Product: [N:26]1([CH2:25][CH2:24][C:18]2[C:17]3[C:21](=[CH:22][CH:23]=[C:15]([NH2:35])[CH:16]=3)[NH:20][CH:19]=2)[CH2:30][CH2:29][CH2:28][CH2:27]1. The catalyst class is: 443.